From a dataset of Forward reaction prediction with 1.9M reactions from USPTO patents (1976-2016). Predict the product of the given reaction. (1) Given the reactants [C:1]([CH2:4][N:5]1[C:10](=[O:11])[C:9]2([CH2:17][O:16][CH2:15][CH2:14][O:13][CH2:12]2)[N:8]([C:18]([O:20][C:21]([CH3:24])([CH3:23])[CH3:22])=[O:19])[CH2:7][C@H:6]1[C:25]1[CH:30]=[C:29]([F:31])[CH:28]=[C:27]([F:32])[CH:26]=1)([OH:3])=O.CN(C(ON1N=NC2C=CC=NC1=2)=[N+](C)C)C.F[P-](F)(F)(F)(F)F.[NH2:57][C:58]1[CH:59]=[C:60]2[CH2:75][C:65]3([C:73]4[C:68](=[N:69][CH:70]=[CH:71][CH:72]=4)[NH:67][C:66]3=[O:74])[CH2:64][C:61]2=[N:62][CH:63]=1.C(=O)([O-])O.[Na+], predict the reaction product. The product is: [F:32][C:27]1[CH:26]=[C:25]([C@H:6]2[N:5]([CH2:4][C:1](=[O:3])[NH:57][C:58]3[CH:59]=[C:60]4[CH2:75][C:65]5([C:73]6[C:68](=[N:69][CH:70]=[CH:71][CH:72]=6)[NH:67][C:66]5=[O:74])[CH2:64][C:61]4=[N:62][CH:63]=3)[C:10](=[O:11])[C:9]3([CH2:12][O:13][CH2:14][CH2:15][O:16][CH2:17]3)[N:8]([C:18]([O:20][C:21]([CH3:24])([CH3:22])[CH3:23])=[O:19])[CH2:7]2)[CH:30]=[C:29]([F:31])[CH:28]=1. (2) Given the reactants [C:1]([C:5]1[C:6]([NH2:14])=[N:7][N:8]2[CH:13]=[CH:12][CH:11]=[N:10][C:9]=12)([CH3:4])([CH3:3])[CH3:2].[Cl:15][C:16]1[CH:17]=[C:18]([CH2:23][C:24](O)=[O:25])[CH:19]=[CH:20][C:21]=1[Cl:22], predict the reaction product. The product is: [C:1]([C:5]1[C:6]([NH:14][C:24](=[O:25])[CH2:23][C:18]2[CH:19]=[CH:20][C:21]([Cl:22])=[C:16]([Cl:15])[CH:17]=2)=[N:7][N:8]2[CH:13]=[CH:12][CH:11]=[N:10][C:9]=12)([CH3:4])([CH3:2])[CH3:3]. (3) Given the reactants CC1C=CC(S(O[CH:12]2[CH2:17][CH2:16][N:15]([C:18]([O:20][C:21]([CH3:24])([CH3:23])[CH3:22])=[O:19])[CH2:14][CH2:13]2)(=O)=O)=CC=1.[I:25][C:26]1[CH:31]=[CH:30][NH:29][C:28](=[O:32])[C:27]=1[CH3:33].C(=O)([O-])[O-].[K+].[K+], predict the reaction product. The product is: [I:25][C:26]1[CH:31]=[CH:30][N:29]([CH:12]2[CH2:13][CH2:14][N:15]([C:18]([O:20][C:21]([CH3:22])([CH3:23])[CH3:24])=[O:19])[CH2:16][CH2:17]2)[C:28](=[O:32])[C:27]=1[CH3:33]. (4) Given the reactants [CH3:1][C:2]1[O:6][C:5]([C:7]2[CH:16]=[CH:15][C:14]3[C:9](=[CH:10][CH:11]=[CH:12][CH:13]=3)[CH:8]=2)=[N:4][C:3]=1[CH2:17][O:18][C:19]1[CH:26]=[CH:25][C:22]([CH2:23][OH:24])=[CH:21][CH:20]=1.Cl[C:28]1[C:33]([C:34]#[N:35])=[CH:32][CH:31]=[CH:30][N:29]=1.CN(C)C=O.[H-].[Na+], predict the reaction product. The product is: [CH3:1][C:2]1[O:6][C:5]([C:7]2[CH:16]=[CH:15][C:14]3[C:9](=[CH:10][CH:11]=[CH:12][CH:13]=3)[CH:8]=2)=[N:4][C:3]=1[CH2:17][O:18][C:19]1[CH:20]=[CH:21][C:22]([CH2:23][O:24][C:28]2[N:29]=[CH:30][CH:31]=[CH:32][C:33]=2[C:34]#[N:35])=[CH:25][CH:26]=1. (5) The product is: [CH2:3]([O:5][C:6](=[O:12])[CH2:7][NH:8][CH2:9][CH2:10][NH:11][S:24]([C:22]1[S:23][C:19]([C:13]2[CH:18]=[CH:17][CH:16]=[CH:15][CH:14]=2)=[N:20][N:21]=1)(=[O:25])=[O:26])[CH3:4]. Given the reactants Cl.Cl.[CH2:3]([O:5][C:6](=[O:12])[CH2:7][NH:8][CH2:9][CH2:10][NH2:11])[CH3:4].[C:13]1([C:19]2[S:23][C:22]([S:24](Cl)(=[O:26])=[O:25])=[N:21][N:20]=2)[CH:18]=[CH:17][CH:16]=[CH:15][CH:14]=1, predict the reaction product.